Dataset: Forward reaction prediction with 1.9M reactions from USPTO patents (1976-2016). Task: Predict the product of the given reaction. (1) Given the reactants [C:1]([C:4]1[CH:11]=[CH:10][C:7]([CH:8]=[O:9])=[CH:6][CH:5]=1)([OH:3])=O.[CH:12]([NH2:15])([CH3:14])[CH3:13], predict the reaction product. The product is: [CH:8]([C:7]1[CH:10]=[CH:11][C:4]([C:1]([NH:15][CH:12]([CH3:14])[CH3:13])=[O:3])=[CH:5][CH:6]=1)=[O:9]. (2) Given the reactants [Cl-].[Ce+3].[Cl-].[Cl-].[CH3:5][Mg]Br.[CH:8](=[C:15]1/[CH2:16][C:17]2([CH2:41][CH3:42])[C:23]3=[CH:24][C:25]4[CH:26]=[N:27][N:28]([C:31]5[CH:36]=[CH:35][C:34]([F:37])=[CH:33][CH:32]=5)[C:29]=4[CH:30]=[C:22]3[CH2:21][CH2:20][CH2:19][CH:18]2[CH2:38][C:39]/1=[O:40])/[C:9]1[CH:14]=[CH:13][CH:12]=[CH:11][CH:10]=1, predict the reaction product. The product is: [CH:8](=[C:15]1/[CH2:16][C:17]2([CH2:41][CH3:42])[C:23]3=[CH:24][C:25]4[CH:26]=[N:27][N:28]([C:31]5[CH:32]=[CH:33][C:34]([F:37])=[CH:35][CH:36]=5)[C:29]=4[CH:30]=[C:22]3[CH2:21][CH2:20][CH2:19][CH:18]2[CH2:38][C:39]/1([CH3:5])[OH:40])/[C:9]1[CH:10]=[CH:11][CH:12]=[CH:13][CH:14]=1. (3) Given the reactants OCCN1CCNCC1.COC1C=CC(C[N:17](CC2C=CC(OC)=CC=2)[C:18]2[N:23]=[CH:22][C:21]([C:24]3[C:25]4[CH2:38][CH2:37][N:36]([C:39]5[S:40][CH:41]=[C:42]([C:44]([N:46]6[CH2:51][CH2:50][N:49]([CH2:52][CH2:53][OH:54])[CH2:48][CH2:47]6)=[O:45])[N:43]=5)[C:26]=4[N:27]=[C:28]([N:30]4[CH2:35][CH2:34][O:33][CH2:32][CH2:31]4)[N:29]=3)=[CH:20][N:19]=2)=CC=1, predict the reaction product. The product is: [NH2:17][C:18]1[N:19]=[CH:20][C:21]([C:24]2[C:25]3[CH2:38][CH2:37][N:36]([C:39]4[S:40][CH:41]=[C:42]([C:44]([N:46]5[CH2:47][CH2:48][N:49]([CH2:52][CH2:53][OH:54])[CH2:50][CH2:51]5)=[O:45])[N:43]=4)[C:26]=3[N:27]=[C:28]([N:30]3[CH2:31][CH2:32][O:33][CH2:34][CH2:35]3)[N:29]=2)=[CH:22][N:23]=1. (4) Given the reactants C[Mg]Br.[F:4][C:5]1[CH:10]=[CH:9][CH:8]=[C:7]([C:11]([F:14])([F:13])[F:12])[C:6]=1[NH:15][C:16]1C=CC(C#N)=[N:20][CH:21]=1.Cl.[C:25]1(C)C=CC=CC=1.[CH2:32]1[CH2:36][O:35][CH2:34][CH2:33]1, predict the reaction product. The product is: [F:4][C:5]1[CH:10]=[CH:9][CH:8]=[C:7]([C:11]([F:14])([F:13])[F:12])[C:6]=1[NH:15][C:16]1[CH:34]=[CH:33][C:32]([C:36](=[O:35])[CH3:25])=[N:20][CH:21]=1.